Task: Predict the reaction yield, written as a fraction of the theoretical maximum amount of product (1.0 means a 100% yield; for example, 0.34 means a 34% yield).. Dataset: Reaction yield outcomes from USPTO patents with 853,638 reactions (1) The reactants are [C:1]1(P(C2C=CC=CC=2)C2C=CC=CC=2)[CH:6]=CC=C[CH:2]=1.CCOC(/N=N/C(OCC)=O)=O.[OH:32][C:33]1[CH:34]=[C:35]([C:39]2[C:47]3[C:42](=[CH:43][CH:44]=[C:45]([C:48]#[N:49])[CH:46]=3)[N:41](C3CCCCO3)[N:40]=2)[CH:36]=[CH:37][CH:38]=1.OC1C=C(C2C3[C:66](=CC=C(C#N)C=3)[N:65]([CH:74]3CCCCO3)N=2)C=CC=1.Cl. The catalyst is O1CCCC1. The product is [CH3:66][N:65]([CH3:74])[CH2:2][CH2:1][CH2:6][O:32][C:33]1[CH:34]=[C:35]([C:39]2[C:47]3[C:42](=[CH:43][CH:44]=[C:45]([C:48]#[N:49])[CH:46]=3)[NH:41][N:40]=2)[CH:36]=[CH:37][CH:38]=1. The yield is 0.560. (2) The reactants are [CH2:1]([C@@:4]1([C:20]2[CH:25]=[CH:24][C:23]([F:26])=[CH:22][CH:21]=2)[O:9][C:8](=[O:10])[N:7]([C@H:11]([C:13]2[CH:18]=[CH:17][C:16]([Br:19])=[CH:15][CH:14]=2)[CH3:12])[CH2:6][CH2:5]1)[CH:2]=[CH2:3].C1C[O:30]CC1. No catalyst specified. The product is [Br:19][C:16]1[CH:17]=[CH:18][C:13]([C@@H:11]([N:7]2[CH2:6][CH2:5][C@@:4]([C:20]3[CH:21]=[CH:22][C:23]([F:26])=[CH:24][CH:25]=3)([CH2:1][CH2:2][CH2:3][OH:30])[O:9][C:8]2=[O:10])[CH3:12])=[CH:14][CH:15]=1. The yield is 0.920. (3) The reactants are [F:1][C:2]([F:42])([F:41])[C:3]1[CH:40]=[CH:39][C:6]([O:7][C:8]2[CH:13]=[CH:12][C:11](/[CH:14]=[CH:15]/[C:16]3[N:17]([CH2:29][C:30]4[CH:35]=[CH:34][C:33]([N+:36]([O-])=O)=[CH:32][CH:31]=4)[CH:18]=[C:19]([C:21]4[CH:26]=[CH:25][C:24]([Cl:27])=[CH:23][C:22]=4[Cl:28])[N:20]=3)=[CH:10][CH:9]=2)=[CH:5][CH:4]=1.Br[CH2:44][C:45]([O:47][CH3:48])=[O:46]. No catalyst specified. The product is [CH3:48][O:47][C:45](=[O:46])[CH2:44][NH:36][C:33]1[CH:32]=[CH:31][C:30]([CH2:29][N:17]2[CH:18]=[C:19]([C:21]3[CH:26]=[CH:25][C:24]([Cl:27])=[CH:23][C:22]=3[Cl:28])[N:20]=[C:16]2/[CH:15]=[CH:14]/[C:11]2[CH:12]=[CH:13][C:8]([O:7][C:6]3[CH:39]=[CH:40][C:3]([C:2]([F:1])([F:42])[F:41])=[CH:4][CH:5]=3)=[CH:9][CH:10]=2)=[CH:35][CH:34]=1. The yield is 0.680. (4) The yield is 0.200. The product is [ClH:17].[C:11]1([C:10]2[C:3]([O:2][CH3:1])=[C:4]([C:5]3[NH:19][C:20]4[CH:21]=[CH:22][C:23]5[C:28](=[C:27]([OH:31])[CH:26]=[C:25]([C:32]([OH:34])=[O:33])[CH:24]=5)[C:29]=4[N:30]=3)[CH:7]=[CH:8][CH:9]=2)[CH:16]=[CH:15][CH:14]=[CH:13][CH:12]=1. The reactants are [CH3:1][O:2][C:3]1[C:10]([C:11]2[CH:16]=[CH:15][CH:14]=[CH:13][CH:12]=2)=[CH:9][CH:8]=[CH:7][C:4]=1[CH:5]=O.[ClH:17].Cl.[NH2:19][C:20]1[C:29]([NH2:30])=[C:28]2[C:23]([CH:24]=[C:25]([C:32]([OH:34])=[O:33])[CH:26]=[C:27]2[OH:31])=[CH:22][CH:21]=1.S(=O)(O)[O-].[Na+]. The catalyst is CCO.O. (5) The reactants are [CH3:1][O:2][CH2:3][C@@H:4]([O:6][C:7]1[CH:8]=[C:9]([CH:14]=[C:15]([O:17][CH2:18][C:19]2[CH:24]=[CH:23][CH:22]=[CH:21][CH:20]=2)[CH:16]=1)[C:10]([O:12]C)=[O:11])[CH3:5].[OH-].[Na+]. The catalyst is C1COCC1.CO.O. The product is [CH3:1][O:2][CH2:3][C@@H:4]([O:6][C:7]1[CH:8]=[C:9]([CH:14]=[C:15]([O:17][CH2:18][C:19]2[CH:20]=[CH:21][CH:22]=[CH:23][CH:24]=2)[CH:16]=1)[C:10]([OH:12])=[O:11])[CH3:5]. The yield is 0.990.